From a dataset of NCI-60 drug combinations with 297,098 pairs across 59 cell lines. Regression. Given two drug SMILES strings and cell line genomic features, predict the synergy score measuring deviation from expected non-interaction effect. (1) Drug 1: C1=CC(=CC=C1C#N)C(C2=CC=C(C=C2)C#N)N3C=NC=N3. Drug 2: CN(C(=O)NC(C=O)C(C(C(CO)O)O)O)N=O. Cell line: HS 578T. Synergy scores: CSS=7.52, Synergy_ZIP=-0.0242, Synergy_Bliss=-1.49, Synergy_Loewe=3.88, Synergy_HSA=0.401. (2) Drug 1: CCC1=CC2CC(C3=C(CN(C2)C1)C4=CC=CC=C4N3)(C5=C(C=C6C(=C5)C78CCN9C7C(C=CC9)(C(C(C8N6C)(C(=O)OC)O)OC(=O)C)CC)OC)C(=O)OC.C(C(C(=O)O)O)(C(=O)O)O. Drug 2: C1CNP(=O)(OC1)N(CCCl)CCCl. Cell line: HCT116. Synergy scores: CSS=28.7, Synergy_ZIP=4.11, Synergy_Bliss=-1.25, Synergy_Loewe=-54.0, Synergy_HSA=0.0719. (3) Drug 1: CCCCC(=O)OCC(=O)C1(CC(C2=C(C1)C(=C3C(=C2O)C(=O)C4=C(C3=O)C=CC=C4OC)O)OC5CC(C(C(O5)C)O)NC(=O)C(F)(F)F)O. Drug 2: CC1=C(C(=O)C2=C(C1=O)N3CC4C(C3(C2COC(=O)N)OC)N4)N. Cell line: SNB-19. Synergy scores: CSS=49.0, Synergy_ZIP=-1.24, Synergy_Bliss=-0.709, Synergy_Loewe=-1.40, Synergy_HSA=2.30. (4) Drug 1: C1=CC(=CC=C1CCCC(=O)O)N(CCCl)CCCl. Drug 2: CCCCCOC(=O)NC1=NC(=O)N(C=C1F)C2C(C(C(O2)C)O)O. Cell line: SK-MEL-2. Synergy scores: CSS=-2.17, Synergy_ZIP=-4.05, Synergy_Bliss=-7.62, Synergy_Loewe=-12.0, Synergy_HSA=-8.07. (5) Drug 1: CCC1=CC2CC(C3=C(CN(C2)C1)C4=CC=CC=C4N3)(C5=C(C=C6C(=C5)C78CCN9C7C(C=CC9)(C(C(C8N6C)(C(=O)OC)O)OC(=O)C)CC)OC)C(=O)OC.C(C(C(=O)O)O)(C(=O)O)O. Drug 2: C1CN1P(=S)(N2CC2)N3CC3. Cell line: MALME-3M. Synergy scores: CSS=27.7, Synergy_ZIP=-5.77, Synergy_Bliss=-1.82, Synergy_Loewe=-1.08, Synergy_HSA=0.552. (6) Drug 1: CC12CCC3C(C1CCC2=O)CC(=C)C4=CC(=O)C=CC34C. Drug 2: CC(C1=C(C=CC(=C1Cl)F)Cl)OC2=C(N=CC(=C2)C3=CN(N=C3)C4CCNCC4)N. Cell line: UACC62. Synergy scores: CSS=40.8, Synergy_ZIP=0.976, Synergy_Bliss=1.85, Synergy_Loewe=-2.34, Synergy_HSA=1.87.